This data is from TCR-epitope binding with 47,182 pairs between 192 epitopes and 23,139 TCRs. The task is: Binary Classification. Given a T-cell receptor sequence (or CDR3 region) and an epitope sequence, predict whether binding occurs between them. The TCR CDR3 sequence is CSARDYNSYEQYF. The epitope is SFHSLHLLF. Result: 1 (the TCR binds to the epitope).